Dataset: Reaction yield outcomes from USPTO patents with 853,638 reactions. Task: Predict the reaction yield, written as a fraction of the theoretical maximum amount of product (1.0 means a 100% yield; for example, 0.34 means a 34% yield). (1) The reactants are [Cl:1][CH2:2][C:3]([NH:5][C:6]1[CH:7]=[N:8][CH:9]=[C:10]([F:12])[CH:11]=1)=[O:4].[N:13]12[CH2:20][CH2:19][CH:16]([CH2:17][CH2:18]1)[C@@H:15]([O:21][C:22]([C:24]1([C:31]3[CH:36]=[CH:35][CH:34]=[CH:33][CH:32]=3)[CH2:30][CH2:29][CH2:28][CH2:27][CH2:26][CH2:25]1)=[O:23])[CH2:14]2. The catalyst is C(#N)C. The product is [Cl-:1].[F:12][C:10]1[CH:11]=[C:6]([NH:5][C:3]([CH2:2][N+:13]23[CH2:20][CH2:19][CH:16]([CH2:17][CH2:18]2)[C@@H:15]([O:21][C:22]([C:24]2([C:31]4[CH:32]=[CH:33][CH:34]=[CH:35][CH:36]=4)[CH2:30][CH2:29][CH2:28][CH2:27][CH2:26][CH2:25]2)=[O:23])[CH2:14]3)=[O:4])[CH:7]=[N:8][CH:9]=1. The yield is 0.350. (2) The reactants are [C:1](Cl)(Cl)=[O:2].[O:5]1[CH2:10][CH2:9][CH:8]([N:11]2[CH2:15][CH2:14][NH:13][C:12]2=[O:16])[CH2:7][CH2:6]1.N1C=CC=CC=1.[Cl:23][C:24]1[CH:29]=[C:28]([O:30][C:31]2[CH:32]=[CH:33][C:34]([NH2:38])=[N:35][C:36]=2[CH3:37])[CH:27]=[CH:26][N:25]=1. The catalyst is C(Cl)Cl. The yield is 0.520. The product is [Cl:23][C:24]1[CH:29]=[C:28]([O:30][C:31]2[CH:32]=[CH:33][C:34]([NH:38][C:1]([N:13]3[CH2:14][CH2:15][N:11]([CH:8]4[CH2:7][CH2:6][O:5][CH2:10][CH2:9]4)[C:12]3=[O:16])=[O:2])=[N:35][C:36]=2[CH3:37])[CH:27]=[CH:26][N:25]=1. (3) The reactants are [CH3:1][O:2][C:3]1[CH:40]=[CH:39][C:6]([CH2:7][N:8]([CH2:30][C:31]2[CH:36]=[CH:35][C:34]([O:37][CH3:38])=[CH:33][CH:32]=2)[C:9]2[N:14]=[CH:13][C:12]([C:15]3[C:16]4[CH2:29][CH2:28][NH:27][C:17]=4[N:18]=[C:19]([N:21]4[CH2:26][CH2:25][O:24][CH2:23][CH2:22]4)[N:20]=3)=[CH:11][N:10]=2)=[CH:5][CH:4]=1.[H-].[Na+].[S:43](Cl)([CH3:46])(=[O:45])=[O:44].[Cl-].[NH4+]. The catalyst is O1CCCC1. The product is [CH3:46][S:43]([N:27]1[C:17]2[N:18]=[C:19]([N:21]3[CH2:26][CH2:25][O:24][CH2:23][CH2:22]3)[N:20]=[C:15]([C:12]3[CH:11]=[N:10][C:9]([N:8]([CH2:7][C:6]4[CH:5]=[CH:4][C:3]([O:2][CH3:1])=[CH:40][CH:39]=4)[CH2:30][C:31]4[CH:32]=[CH:33][C:34]([O:37][CH3:38])=[CH:35][CH:36]=4)=[N:14][CH:13]=3)[C:16]=2[CH2:29][CH2:28]1)(=[O:45])=[O:44]. The yield is 0.700. (4) The reactants are [F:1][C:2]1[CH:47]=[CH:46][C:5]([O:6][CH:7]2[CH2:12][CH2:11][N:10]([C:13]([NH:15][CH:16]([C:28]([N:30]([CH3:45])[C:31]3[CH:36]=[CH:35][CH:34]=[C:33]([CH2:37][NH:38]C(=O)C(F)(F)F)[CH:32]=3)=[O:29])[CH:17]([C:19]3[C:27]4[C:22](=[CH:23][CH:24]=[CH:25][CH:26]=4)[NH:21][CH:20]=3)[CH3:18])=[O:14])[CH2:9][CH2:8]2)=[CH:4][CH:3]=1.C(=O)([O-])[O-].[K+].[K+]. The catalyst is CO. The product is [NH2:38][CH2:37][C:33]1[CH:32]=[C:31]([N:30]([CH3:45])[C:28]([CH:16]([NH:15][C:13]([N:10]2[CH2:11][CH2:12][CH:7]([O:6][C:5]3[CH:4]=[CH:3][C:2]([F:1])=[CH:47][CH:46]=3)[CH2:8][CH2:9]2)=[O:14])[CH:17]([C:19]2[C:27]3[C:22](=[CH:23][CH:24]=[CH:25][CH:26]=3)[NH:21][CH:20]=2)[CH3:18])=[O:29])[CH:36]=[CH:35][CH:34]=1. The yield is 0.820. (5) The reactants are [O:1]1[CH2:6][CH2:5][N:4]([CH2:7][CH2:8][CH2:9][OH:10])[CH2:3][CH2:2]1.[Cl:11][C:12]1[CH:13]=[C:14]([CH:27]=[CH:28][C:29]=1[O:30][CH2:31][C:32]1[CH:37]=[CH:36][CH:35]=[C:34]([F:38])[CH:33]=1)[NH:15][C:16]1[C:25]2[C:20](=[CH:21][CH:22]=[CH:23][C:24]=2F)[N:19]=[CH:18][N:17]=1. No catalyst specified. The product is [Cl:11][C:12]1[CH:13]=[C:14]([CH:27]=[CH:28][C:29]=1[O:30][CH2:31][C:32]1[CH:37]=[CH:36][CH:35]=[C:34]([F:38])[CH:33]=1)[NH:15][C:16]1[C:25]2[C:20](=[CH:21][CH:22]=[CH:23][C:24]=2[O:10][CH2:9][CH2:8][CH2:7][N:4]2[CH2:5][CH2:6][O:1][CH2:2][CH2:3]2)[N:19]=[CH:18][N:17]=1. The yield is 0.220. (6) The yield is 0.820. No catalyst specified. The reactants are [CH3:1][C:2]1[NH:3][C:4]2[C:5](=[O:14])[CH2:6][CH2:7][CH2:8][C:9]=2[C:10]=1[C:11]([OH:13])=O.[N:15]1([CH2:20][CH2:21][CH2:22][NH2:23])[CH2:19][CH2:18][CH2:17][CH2:16]1. The product is [CH3:1][C:2]1[NH:3][C:4]2[C:5](=[O:14])[CH2:6][CH2:7][CH2:8][C:9]=2[C:10]=1[C:11]([NH:23][CH2:22][CH2:21][CH2:20][N:15]1[CH2:19][CH2:18][CH2:17][CH2:16]1)=[O:13]. (7) The reactants are [I:1][C:2]1[C:10]2[C:5](=[CH:6][CH:7]=[C:8]([CH3:11])[CH:9]=2)[NH:4][N:3]=1.Br[CH2:13][CH2:14][CH3:15]. No catalyst specified. The product is [I:1][C:2]1[C:10]2[C:5](=[CH:6][CH:7]=[C:8]([CH3:11])[CH:9]=2)[N:4]([CH2:13][CH2:14][CH3:15])[N:3]=1. The yield is 0.600.